This data is from Full USPTO retrosynthesis dataset with 1.9M reactions from patents (1976-2016). The task is: Predict the reactants needed to synthesize the given product. (1) The reactants are: [NH2:1][CH:2]([C:7]1[CH:12]=[CH:11][CH:10]=[CH:9][CH:8]=1)[CH2:3][C:4]([OH:6])=[O:5].[CH:13]1[C:22]2[C:17](=[CH:18][CH:19]=[CH:20][CH:21]=2)[CH:16]=[CH:15][C:14]=1[S:23](Cl)(=[O:25])=[O:24].O.Cl. Given the product [CH:13]1[C:22]2[C:17](=[CH:18][CH:19]=[CH:20][CH:21]=2)[CH:16]=[CH:15][C:14]=1[S:23]([NH:1][CH:2]([C:7]1[CH:12]=[CH:11][CH:10]=[CH:9][CH:8]=1)[CH2:3][C:4]([OH:6])=[O:5])(=[O:24])=[O:25], predict the reactants needed to synthesize it. (2) Given the product [O:2]=[C:3]1[C:8]2[C:9]([C:17]3[CH:18]=[CH:19][C:20]([S:23]([NH2:26])(=[O:25])=[O:24])=[CH:21][CH:22]=3)=[N:10][N:11]([CH:12]3[CH2:16][CH2:15][O:14][CH2:13]3)[C:7]=2[CH:6]=[CH:5][NH:4]1, predict the reactants needed to synthesize it. The reactants are: C[O:2][C:3]1[C:8]2[C:9]([C:17]3[CH:22]=[CH:21][C:20]([S:23]([NH2:26])(=[O:25])=[O:24])=[CH:19][CH:18]=3)=[N:10][N:11]([CH:12]3[CH2:16][CH2:15][O:14][CH2:13]3)[C:7]=2[CH:6]=[CH:5][N:4]=1.[I-].[Na+].Cl[Si](C)(C)C.O. (3) Given the product [C:1]1([CH2:7][CH2:8][NH:9][C:10]([CH:12]2[CH2:13][CH2:14][N:15]([CH2:18][C:36]3[CH:35]=[CH:34][N:33]([C:30]4[CH:29]=[CH:28][C:27]([C:26]([F:40])([F:41])[F:25])=[CH:32][CH:31]=4)[CH:37]=3)[CH2:16][CH2:17]2)=[O:11])[CH:2]=[CH:3][CH:4]=[CH:5][CH:6]=1, predict the reactants needed to synthesize it. The reactants are: [C:1]1([CH2:7][CH2:8][NH:9][C:10]([CH:12]2[CH2:17][CH2:16][N:15]([C:18](OC(C)(C)C)=O)[CH2:14][CH2:13]2)=[O:11])[CH:6]=[CH:5][CH:4]=[CH:3][CH:2]=1.[F:25][C:26]([F:41])([F:40])[C:27]1[CH:32]=[CH:31][C:30]([N:33]2[CH:37]=[CH:36][C:35](C=O)=[CH:34]2)=[CH:29][CH:28]=1.[BH-](OC(C)=O)(OC(C)=O)OC(C)=O.[Na+].CCN(C(C)C)C(C)C.[NH4+].[Cl-]. (4) Given the product [CH3:1][C:2]1[CH:3]=[CH:4][C:5]([S:8]([N:11]([C:32](=[O:33])[C:31]2[CH:30]=[CH:29][C:28]([N+:25]([O-:27])=[O:26])=[CH:36][CH:35]=2)[CH2:12][CH2:13][C:14]2[CH:19]=[CH:18][C:17]([N+:20]([O-:22])=[O:21])=[CH:16][CH:15]=2)(=[O:9])=[O:10])=[CH:6][CH:7]=1, predict the reactants needed to synthesize it. The reactants are: [CH3:1][C:2]1[CH:7]=[CH:6][C:5]([S:8]([NH:11][CH2:12][CH2:13][C:14]2[CH:19]=[CH:18][C:17]([N+:20]([O-:22])=[O:21])=[CH:16][CH:15]=2)(=[O:10])=[O:9])=[CH:4][CH:3]=1.[H-].[Na+].[N+:25]([C:28]1[CH:36]=[CH:35][C:31]([C:32](Cl)=[O:33])=[CH:30][CH:29]=1)([O-:27])=[O:26]. (5) Given the product [O:18]1[C:22]2[CH:23]=[CH:24][C:25]([C:2]3[C:10]4[N:9]5[CH2:11][CH2:12][NH:13][C:14](=[O:15])[C:8]5=[C:7]([CH3:16])[C:6]=4[CH:5]=[C:4]([Cl:17])[CH:3]=3)=[CH:26][C:21]=2[O:20][CH2:19]1, predict the reactants needed to synthesize it. The reactants are: Br[C:2]1[C:10]2[N:9]3[CH2:11][CH2:12][NH:13][C:14](=[O:15])[C:8]3=[C:7]([CH3:16])[C:6]=2[CH:5]=[C:4]([Cl:17])[CH:3]=1.[O:18]1[C:22]2[CH:23]=[CH:24][C:25](B(O)O)=[CH:26][C:21]=2[O:20][CH2:19]1. (6) The reactants are: [C:1]1([C:7]2[N:11]([C:12]3[CH:17]=[CH:16][CH:15]=[CH:14][C:13]=3[F:18])[N:10]=[N:9][C:8]=2[C:19]([OH:21])=O)[CH:6]=[CH:5][CH:4]=[CH:3][CH:2]=1.O[N:23]=[C:24]([C:26]1[CH:31]=[CH:30][CH:29]=[CH:28][CH:27]=1)[NH2:25]. Given the product [F:18][C:13]1[CH:14]=[CH:15][CH:16]=[CH:17][C:12]=1[N:11]1[C:7]([C:1]2[CH:6]=[CH:5][CH:4]=[CH:3][CH:2]=2)=[C:8]([C:19]2[O:21][N:25]=[C:24]([C:26]3[CH:31]=[CH:30][CH:29]=[CH:28][CH:27]=3)[N:23]=2)[N:9]=[N:10]1, predict the reactants needed to synthesize it. (7) Given the product [N+:8]([C:7]1[C:2]([C:16]2[CH:17]=[CH:18][C:13]([CH:11]=[CH2:12])=[CH:14][CH:15]=2)=[N:3][CH:4]=[CH:5][CH:6]=1)([O-:10])=[O:9], predict the reactants needed to synthesize it. The reactants are: Cl[C:2]1[C:7]([N+:8]([O-:10])=[O:9])=[CH:6][CH:5]=[CH:4][N:3]=1.[CH:11]([C:13]1[CH:18]=[CH:17][C:16](B(O)O)=[CH:15][CH:14]=1)=[CH2:12].C(=O)([O-])[O-].[K+].[K+]. (8) Given the product [CH3:1][CH:2]([CH3:16])[CH2:3][CH2:4][O:5][C:6]1[CH:12]=[CH:11][C:9]([NH:10][C:33](=[O:34])[CH2:32][O:31][C:30]2[CH:36]=[CH:37][CH:38]=[C:28]([O:27][CH3:26])[CH:29]=2)=[C:8]([N+:13]([O-:15])=[O:14])[CH:7]=1, predict the reactants needed to synthesize it. The reactants are: [CH3:1][CH:2]([CH3:16])[CH2:3][CH2:4][O:5][C:6]1[CH:12]=[CH:11][C:9]([NH2:10])=[C:8]([N+:13]([O-:15])=[O:14])[CH:7]=1.CCN(C(C)C)C(C)C.[CH3:26][O:27][C:28]1[CH:29]=[C:30]([CH:36]=[CH:37][CH:38]=1)[O:31][CH2:32][C:33](Cl)=[O:34]. (9) Given the product [NH2:1][C:2]1[CH:14]=[CH:13][C:12]2[C:11]3[C:6](=[CH:7][CH:8]=[CH:9][CH:10]=3)[CH:5]([OH:15])[C:4]=2[CH:3]=1, predict the reactants needed to synthesize it. The reactants are: [NH2:1][C:2]1[CH:14]=[CH:13][C:12]2[C:11]3[C:6](=[CH:7][CH:8]=[CH:9][CH:10]=3)[C:5](=[O:15])[C:4]=2[CH:3]=1.[BH4-].[Na+].